This data is from Catalyst prediction with 721,799 reactions and 888 catalyst types from USPTO. The task is: Predict which catalyst facilitates the given reaction. (1) Reactant: [N:1]1[C:8]([Cl:9])=[N:7][C:5]([Cl:6])=[N:4][C:2]=1Cl.[CH2:10]([OH:17])[C:11]1[CH:16]=[CH:15][CH:14]=[CH:13][CH:12]=1.CCN(C(C)C)C(C)C.O. Product: [CH2:10]([O:17][C:2]1[N:4]=[C:5]([Cl:6])[N:7]=[C:8]([Cl:9])[N:1]=1)[C:11]1[CH:16]=[CH:15][CH:14]=[CH:13][CH:12]=1. The catalyst class is: 76. (2) Reactant: [CH3:1][O:2][C:3]1[CH:12]=[C:11]2[C:6]([C:7]([NH:13][C:14]3[CH:19]=[C:18]([N+:20]([O-])=O)[CH:17]=[CH:16][C:15]=3[CH3:23])=[N:8][CH:9]=[N:10]2)=[CH:5][CH:4]=1. Product: [CH3:1][O:2][C:3]1[CH:12]=[C:11]2[C:6]([C:7]([NH:13][C:14]3[CH:19]=[C:18]([NH2:20])[CH:17]=[CH:16][C:15]=3[CH3:23])=[N:8][CH:9]=[N:10]2)=[CH:5][CH:4]=1. The catalyst class is: 19.